Dataset: Full USPTO retrosynthesis dataset with 1.9M reactions from patents (1976-2016). Task: Predict the reactants needed to synthesize the given product. (1) Given the product [C:23]([O:27][C:28]([NH:30][C@@H:31]1[CH2:36][CH2:35][CH2:34][CH2:33][C@@H:32]1[NH:37][C:2]1[C:11]2[C:6](=[CH:7][CH:8]=[C:9]([O:12][CH3:13])[CH:10]=2)[N:5]=[C:4]([CH:14]=[CH:15][C:16]2[CH:21]=[CH:20][C:19]([Cl:22])=[CH:18][CH:17]=2)[N:3]=1)=[O:29])([CH3:26])([CH3:24])[CH3:25], predict the reactants needed to synthesize it. The reactants are: Cl[C:2]1[C:11]2[C:6](=[CH:7][CH:8]=[C:9]([O:12][CH3:13])[CH:10]=2)[N:5]=[C:4]([CH:14]=[CH:15][C:16]2[CH:21]=[CH:20][C:19]([Cl:22])=[CH:18][CH:17]=2)[N:3]=1.[C:23]([O:27][C:28]([NH:30][C@H:31]1[CH2:36][CH2:35][CH2:34][CH2:33][C@H:32]1[NH2:37])=[O:29])([CH3:26])([CH3:25])[CH3:24].C(N(CC)CC)C. (2) Given the product [CH2:31]([O:30][C:24]1[CH:25]=[CH:26][C:27]([C:38]([OH:40])=[O:39])=[CH:28][C:23]=1[C@@H:16]([C:17]1[CH:22]=[CH:21][CH:20]=[CH:19][CH:18]=1)[CH2:15][CH2:14][N:10]([CH:11]([CH3:13])[CH3:12])[CH:7]([CH3:9])[CH3:8])[C:32]1[CH:37]=[CH:36][CH:35]=[CH:34][CH:33]=1, predict the reactants needed to synthesize it. The reactants are: [Mg].C(Br)C.II.[CH:7]([N:10]([CH2:14][CH2:15][C@@H:16]([C:23]1[CH:28]=[C:27](Br)[CH:26]=[CH:25][C:24]=1[O:30][CH2:31][C:32]1[CH:37]=[CH:36][CH:35]=[CH:34][CH:33]=1)[C:17]1[CH:22]=[CH:21][CH:20]=[CH:19][CH:18]=1)[CH:11]([CH3:13])[CH3:12])([CH3:9])[CH3:8].[C:38](=[O:40])=[O:39].[Cl-].[NH4+]. (3) The reactants are: F[C:2]1[CH:7]=[C:6]([F:8])[CH:5]=[CH:4][C:3]=1[N+:9]([O-:11])=[O:10].[CH3:12][NH2:13]. Given the product [F:8][C:6]1[CH:5]=[CH:4][C:3]([N+:9]([O-:11])=[O:10])=[C:2]([CH:7]=1)[NH:13][CH3:12], predict the reactants needed to synthesize it. (4) Given the product [Cl:1][C:2]1[C:7]([O:8][CH3:9])=[CH:6][C:5]([O:10][CH3:11])=[CH:4][C:3]=1[C:12]1[C:23](=[O:24])[N:22]([CH2:30][CH2:31][C:32]2[CH:37]=[CH:36][N:35]=[C:34]([NH:38][C:39](=[O:40])[O:41][C:42]([CH3:45])([CH3:44])[CH3:43])[CH:33]=2)[C:15]2[N:16]=[C:17]([S:20][CH3:21])[N:18]=[CH:19][C:14]=2[CH:13]=1, predict the reactants needed to synthesize it. The reactants are: [Cl:1][C:2]1[C:7]([O:8][CH3:9])=[CH:6][C:5]([O:10][CH3:11])=[CH:4][C:3]=1[C:12]1[C:23](=[O:24])[NH:22][C:15]2[N:16]=[C:17]([S:20][CH3:21])[N:18]=[CH:19][C:14]=2[CH:13]=1.CS(O[CH2:30][CH2:31][C:32]1[CH:37]=[CH:36][N:35]=[C:34]([NH:38][C:39]([O:41][C:42]([CH3:45])([CH3:44])[CH3:43])=[O:40])[CH:33]=1)(=O)=O. (5) Given the product [CH3:18][O:17][C:14]1[N:13]=[CH:12][C:11]([NH:10][C:8]([C:3]2[C:4]([CH3:7])=[N:5][S:6][C:2]=2[NH:1][C:20]2[S:21][C:22]([C:25]([O:27][CH2:28][CH3:29])=[O:26])=[CH:23][N:24]=2)=[O:9])=[CH:16][CH:15]=1, predict the reactants needed to synthesize it. The reactants are: [NH2:1][C:2]1[S:6][N:5]=[C:4]([CH3:7])[C:3]=1[C:8]([NH:10][C:11]1[CH:12]=[N:13][C:14]([O:17][CH3:18])=[CH:15][CH:16]=1)=[O:9].Br[C:20]1[S:21][C:22]([C:25]([O:27][CH2:28][CH3:29])=[O:26])=[CH:23][N:24]=1.C(=O)([O-])[O-].[Cs+].[Cs+].CC1(C)C2C(=C(P(C3C=CC=CC=3)C3C=CC=CC=3)C=CC=2)OC2C(P(C3C=CC=CC=3)C3C=CC=CC=3)=CC=CC1=2.